The task is: Predict the reactants needed to synthesize the given product.. This data is from Full USPTO retrosynthesis dataset with 1.9M reactions from patents (1976-2016). (1) Given the product [CH3:1][O:2][C:3]1[CH:4]=[CH:5][C:6]([CH2:21][CH:22]2[S:26][C:25](=[O:27])[NH:24][C:23]2=[O:28])=[C:7]2[C:12]=1[N:11]([CH2:13][CH:14]1[CH2:15][CH2:16][N:17]([CH2:34][C:35]3[CH:42]=[CH:41][CH:40]=[CH:39][C:36]=3[CH3:37])[CH2:18][CH2:19]1)[C:10](=[O:20])[CH2:9][CH2:8]2, predict the reactants needed to synthesize it. The reactants are: [CH3:1][O:2][C:3]1[CH:4]=[CH:5][C:6]([CH2:21][CH:22]2[S:26][C:25](=[O:27])[NH:24][C:23]2=[O:28])=[C:7]2[C:12]=1[N:11]([CH2:13][CH:14]1[CH2:19][CH2:18][NH:17][CH2:16][CH2:15]1)[C:10](=[O:20])[CH2:9][CH2:8]2.CN(C=O)C.[CH3:34][C:35]1[CH:42]=[CH:41][CH:40]=[CH:39][C:36]=1[CH:37]=O.C(N(C(C)C)CC)(C)C. (2) The reactants are: C(OC(=O)[NH:7][C:8]1[CH:13]=[CH:12][C:11]([O:14][C:15]2[CH:20]=[CH:19][C:18]([C:21](=[O:33])[NH:22][C:23]3[CH:28]=[CH:27][C:26]([C:29]([F:32])([F:31])[F:30])=[CH:25][N:24]=3)=[CH:17][C:16]=2[NH:34][C:35]2[C:36]3[CH:44]=[CH:43][C:42]([CH:45]([CH3:47])[CH3:46])=[N:41][C:37]=3[N:38]=[CH:39][N:40]=2)=[CH:10][CH:9]=1)(C)(C)C. Given the product [NH2:7][C:8]1[CH:13]=[CH:12][C:11]([O:14][C:15]2[CH:20]=[CH:19][C:18]([C:21]([NH:22][C:23]3[CH:28]=[CH:27][C:26]([C:29]([F:30])([F:32])[F:31])=[CH:25][N:24]=3)=[O:33])=[CH:17][C:16]=2[NH:34][C:35]2[C:36]3[CH:44]=[CH:43][C:42]([CH:45]([CH3:46])[CH3:47])=[N:41][C:37]=3[N:38]=[CH:39][N:40]=2)=[CH:10][CH:9]=1, predict the reactants needed to synthesize it. (3) Given the product [C:1]([O:5][C:6]([N:8]1[CH2:20][C@@H:19]([CH3:21])[N:18]2[C@H:10]([CH2:11][C:12]3[C:17]2=[N:16][CH:15]=[C:14]([F:22])[C:13]=3[CH2:23][OH:24])[CH2:9]1)=[O:7])([CH3:2])([CH3:3])[CH3:4], predict the reactants needed to synthesize it. The reactants are: [C:1]([O:5][C:6]([N:8]1[CH2:20][C@@H:19]([CH3:21])[N:18]2[C@H:10]([CH2:11][C:12]3[C:17]2=[N:16][CH:15]=[C:14]([F:22])[C:13]=3[CH:23]=[O:24])[CH2:9]1)=[O:7])([CH3:4])([CH3:3])[CH3:2].[BH4-].[Li+]. (4) Given the product [Br:15][C:13]1[C:4]([CH:1]2[CH2:3][CH2:2]2)=[CH:5][C:6]([OH:14])=[C:7]([CH:12]=1)[C:8]([O:10][CH3:11])=[O:9], predict the reactants needed to synthesize it. The reactants are: [CH:1]1([C:4]2[CH:13]=[CH:12][C:7]([C:8]([O:10][CH3:11])=[O:9])=[C:6]([OH:14])[CH:5]=2)[CH2:3][CH2:2]1.[Br:15]Br.O. (5) The reactants are: [CH3:1][C:2]1[CH:7]=[CH:6][C:5]([C:8]2[CH:13]=[C:12]([N:14]3[C:18]([CH3:19])=[N:17][N:16]=[N:15]3)[CH:11]=[C:10]([C:20]([OH:22])=O)[CH:9]=2)=[CH:4][CH:3]=1.C1C=CC2N(O)N=NC=2C=1.[CH3:33][O:34][CH2:35][CH:36]([NH2:38])[CH3:37].CN1C(=O)CCC1.CCN=C=NCCCN(C)C. Given the product [CH3:33][O:34][CH2:35][CH:36]([NH:38][C:20]([C:10]1[CH:9]=[C:8]([C:5]2[CH:6]=[CH:7][C:2]([CH3:1])=[CH:3][CH:4]=2)[CH:13]=[C:12]([N:14]2[C:18]([CH3:19])=[N:17][N:16]=[N:15]2)[CH:11]=1)=[O:22])[CH3:37], predict the reactants needed to synthesize it. (6) Given the product [Br:1][C:2]1[CH:3]=[C:4]2[C:9](=[CH:10][C:11]=1[CH2:12][N:13]1[CH2:18][CH2:17][N:16]([CH:42]3[CH2:41][N:40]([C:33]([O:35][C:36]([CH3:39])([CH3:38])[CH3:37])=[O:34])[CH2:43]3)[CH2:15][CH2:14]1)[N:8]=[CH:7][N:6]([NH:19][C:20]1[CH:25]=[C:24]([Cl:26])[CH:23]=[CH:22][C:21]=1[S:27]([CH2:30][CH3:31])(=[O:28])=[O:29])[C:5]2=[O:32], predict the reactants needed to synthesize it. The reactants are: [Br:1][C:2]1[CH:3]=[C:4]2[C:9](=[CH:10][C:11]=1[CH2:12][N:13]1[CH2:18][CH2:17][NH:16][CH2:15][CH2:14]1)[N:8]=[CH:7][N:6]([NH:19][C:20]1[CH:25]=[C:24]([Cl:26])[CH:23]=[CH:22][C:21]=1[S:27]([CH2:30][CH3:31])(=[O:29])=[O:28])[C:5]2=[O:32].[C:33]([N:40]1[CH2:43][C:42](=O)[CH2:41]1)([O:35][C:36]([CH3:39])([CH3:38])[CH3:37])=[O:34]. (7) The reactants are: [OH:1][C:2]1[CH:3]=[N:4][CH:5]=[CH:6][CH:7]=1.Cl[CH2:9][CH2:10][OH:11].C([O-])([O-])=O.[K+].[K+]. Given the product [N:4]1[CH:5]=[CH:6][CH:7]=[C:2]([O:1][CH2:9][CH2:10][OH:11])[CH:3]=1, predict the reactants needed to synthesize it. (8) Given the product [C:3]([C:7]1[CH:8]=[CH:9][C:10]([N:13]2[C:17](=[O:18])[C:16]([CH3:20])([CH3:19])[N:15]([CH2:23][C:24]3[CH:29]=[CH:28][N:27]=[C:26]([S:30][CH3:31])[N:25]=3)[C:14]2=[O:21])=[CH:11][CH:12]=1)([CH3:6])([CH3:4])[CH3:5], predict the reactants needed to synthesize it. The reactants are: [H-].[Na+].[C:3]([C:7]1[CH:12]=[CH:11][C:10]([N:13]2[C:17](=[O:18])[C:16]([CH3:20])([CH3:19])[NH:15][C:14]2=[O:21])=[CH:9][CH:8]=1)([CH3:6])([CH3:5])[CH3:4].Cl[CH2:23][C:24]1[CH:29]=[CH:28][N:27]=[C:26]([S:30][CH3:31])[N:25]=1. (9) Given the product [CH3:1][O:2][C:3]1[N:8]=[C:7]([N:9]2[CH:13]=[C:12]([CH3:14])[N:11]=[CH:10]2)[C:6]([NH2:15])=[CH:5][CH:4]=1, predict the reactants needed to synthesize it. The reactants are: [CH3:1][O:2][C:3]1[N:8]=[C:7]([N:9]2[CH:13]=[C:12]([CH3:14])[N:11]=[CH:10]2)[C:6]([N+:15]([O-])=O)=[CH:5][CH:4]=1.C1COCC1.C([O-])=O.[NH4+]. (10) Given the product [CH3:15][O:14][C:11]1[CH:12]=[CH:13][C:8]([C:3]2[CH:2]=[N:18][NH:17][C:5](=[O:6])[CH:4]=2)=[CH:9][CH:10]=1, predict the reactants needed to synthesize it. The reactants are: O[CH:2]1[O:6][C:5](=O)[CH:4]=[C:3]1[C:8]1[CH:13]=[CH:12][C:11]([O:14][CH3:15])=[CH:10][CH:9]=1.O.[NH2:17][NH2:18].